This data is from NCI-60 drug combinations with 297,098 pairs across 59 cell lines. The task is: Regression. Given two drug SMILES strings and cell line genomic features, predict the synergy score measuring deviation from expected non-interaction effect. (1) Drug 1: CN1C(=O)N2C=NC(=C2N=N1)C(=O)N. Drug 2: CC(C)(C#N)C1=CC(=CC(=C1)CN2C=NC=N2)C(C)(C)C#N. Cell line: SF-295. Synergy scores: CSS=-3.89, Synergy_ZIP=2.31, Synergy_Bliss=1.96, Synergy_Loewe=-5.15, Synergy_HSA=-3.48. (2) Drug 1: C1=NC2=C(N1)C(=S)N=C(N2)N. Drug 2: CC=C1C(=O)NC(C(=O)OC2CC(=O)NC(C(=O)NC(CSSCCC=C2)C(=O)N1)C(C)C)C(C)C. Cell line: PC-3. Synergy scores: CSS=37.7, Synergy_ZIP=-5.13, Synergy_Bliss=-0.641, Synergy_Loewe=-18.3, Synergy_HSA=1.59. (3) Drug 1: C1CCC(CC1)NC(=O)N(CCCl)N=O. Drug 2: CC1=C(C=C(C=C1)NC(=O)C2=CC=C(C=C2)CN3CCN(CC3)C)NC4=NC=CC(=N4)C5=CN=CC=C5. Cell line: EKVX. Synergy scores: CSS=3.51, Synergy_ZIP=-2.34, Synergy_Bliss=-3.12, Synergy_Loewe=-4.22, Synergy_HSA=-2.76. (4) Drug 1: C1CCC(CC1)NC(=O)N(CCCl)N=O. Drug 2: CC1C(C(CC(O1)OC2CC(OC(C2O)C)OC3=CC4=CC5=C(C(=O)C(C(C5)C(C(=O)C(C(C)O)O)OC)OC6CC(C(C(O6)C)O)OC7CC(C(C(O7)C)O)OC8CC(C(C(O8)C)O)(C)O)C(=C4C(=C3C)O)O)O)O. Cell line: MCF7. Synergy scores: CSS=2.55, Synergy_ZIP=-0.940, Synergy_Bliss=-1.47, Synergy_Loewe=-1.86, Synergy_HSA=-2.80.